From a dataset of Forward reaction prediction with 1.9M reactions from USPTO patents (1976-2016). Predict the product of the given reaction. (1) Given the reactants [C:1]([C:3]1[CH:8]=[CH:7][C:6](B(O)O)=[CH:5][CH:4]=1)#[N:2].[CH3:12][O:13][C:14](=[O:38])[C:15]1[CH:20]=[CH:19][CH:18]=[C:17]([CH2:21][N:22]([C:30](=[O:37])[C:31]#[C:32][C:33]([CH3:36])([CH3:35])[CH3:34])[C:23]2[CH:28]=[CH:27][CH:26]=[CH:25][C:24]=2I)[CH:16]=1, predict the reaction product. The product is: [CH3:12][O:13][C:14](=[O:38])[C:15]1[CH:20]=[CH:19][CH:18]=[C:17]([CH2:21][N:22]2[C:23]3[C:28](=[CH:27][CH:26]=[CH:25][CH:24]=3)/[C:31](=[C:32](\[C:6]3[CH:7]=[CH:8][C:3]([C:1]#[N:2])=[CH:4][CH:5]=3)/[C:33]([CH3:36])([CH3:35])[CH3:34])/[C:30]2=[O:37])[CH:16]=1. (2) Given the reactants [F:1][C:2]1[CH:7]=[CH:6][C:5]([C:8]2[C:12]([C:13]3[CH:18]=[CH:17][N:16]=[C:15](SC)[N:14]=3)=[CH:11][N:10]([CH:21]([CH3:23])[CH3:22])[N:9]=2)=[CH:4][CH:3]=1.Cl[C:25]1C=CC=C(C(OO)=O)C=1.O.[S:36]([O-:39])([O-])=[O:37].[Na+].[Na+], predict the reaction product. The product is: [F:1][C:2]1[CH:7]=[CH:6][C:5]([C:8]2[C:12]([C:13]3[CH:18]=[CH:17][N:16]=[C:15]([S:36]([CH3:25])(=[O:39])=[O:37])[N:14]=3)=[CH:11][N:10]([CH:21]([CH3:22])[CH3:23])[N:9]=2)=[CH:4][CH:3]=1. (3) Given the reactants [CH:1]1([S:4]([O-:6])=[O:5])[CH2:3][CH2:2]1.[Br-].[Mg+2].Cl[C:10]1[N:18]=[C:17]([C:19]([F:22])([F:21])[F:20])[CH:16]=[CH:15][C:11]=1[C:12]([OH:14])=[O:13].[OH-].[Na+].CS(C)=O, predict the reaction product. The product is: [CH:1]1([S:4]([C:10]2[N:18]=[C:17]([C:19]([F:22])([F:20])[F:21])[CH:16]=[CH:15][C:11]=2[C:12]([OH:14])=[O:13])(=[O:6])=[O:5])[CH2:3][CH2:2]1. (4) Given the reactants [Cl:1][C:2]1[CH:29]=[CH:28][C:5]([O:6][CH2:7][C:8]([N:10]2[CH2:15][CH2:14][N:13]([CH2:16][C:17]3[CH:22]=[CH:21][C:20]([F:23])=[CH:19][CH:18]=3)[CH2:12][C@H:11]2[CH2:24][C:25]([NH2:27])=[O:26])=[O:9])=[C:4]([OH:30])[CH:3]=1.C(=O)([O-])[O-].[Cs+].[Cs+].Br[CH2:38][C:39]([O:41][C:42]([CH3:45])([CH3:44])[CH3:43])=[O:40], predict the reaction product. The product is: [C:42]([O:41][C:39](=[O:40])[CH2:38][O:30][C:4]1[CH:3]=[C:2]([Cl:1])[CH:29]=[CH:28][C:5]=1[O:6][CH2:7][C:8]([N:10]1[CH2:15][CH2:14][N:13]([CH2:16][C:17]2[CH:22]=[CH:21][C:20]([F:23])=[CH:19][CH:18]=2)[CH2:12][C@H:11]1[CH2:24][C:25](=[O:26])[NH2:27])=[O:9])([CH3:45])([CH3:44])[CH3:43]. (5) Given the reactants [C:1]([C:5]1[CH:6]=[CH:7][C:8]([CH:19]=[O:20])=[C:9]([O:11]S(C(F)(F)F)(=O)=O)[CH:10]=1)([CH3:4])([CH3:3])[CH3:2].C(C1C=CC(C=O)=C(O)C=1)(C)(C)C.[BH4-].[Na+], predict the reaction product. The product is: [C:1]([C:5]1[CH:6]=[CH:7][C:8]([CH2:19][OH:20])=[C:9]([OH:11])[CH:10]=1)([CH3:4])([CH3:2])[CH3:3].